Dataset: Catalyst prediction with 721,799 reactions and 888 catalyst types from USPTO. Task: Predict which catalyst facilitates the given reaction. (1) Reactant: F[C:2]1[CH:7]=[CH:6][C:5]([N+:8]([O-:10])=[O:9])=[CH:4][C:3]=1[C:11]1[C:16]2[CH:17]=[C:18]([C:28]([O:30][CH2:31][CH3:32])=[O:29])[N:19](COCC[Si](C)(C)C)[C:15]=2[C:14](=[O:33])[N:13]([CH3:34])[N:12]=1.[C:35]1([OH:41])[CH:40]=[CH:39][CH:38]=[CH:37][CH:36]=1.C(=O)([O-])[O-].[Cs+].[Cs+]. Product: [CH3:34][N:13]1[C:14](=[O:33])[C:15]2[NH:19][C:18]([C:28]([O:30][CH2:31][CH3:32])=[O:29])=[CH:17][C:16]=2[C:11]([C:3]2[CH:4]=[C:5]([N+:8]([O-:10])=[O:9])[CH:6]=[CH:7][C:2]=2[O:41][C:35]2[CH:40]=[CH:39][CH:38]=[CH:37][CH:36]=2)=[N:12]1. The catalyst class is: 16. (2) Reactant: Br[C:2]1[CH:9]=[CH:8][C:5]([C:6]#[N:7])=[CH:4][CH:3]=1.O1CCCC1.[Li]CCCC.[CH2:20]([Sn:24](Cl)([CH2:29][CH2:30][CH2:31][CH3:32])[CH2:25][CH2:26][CH2:27][CH3:28])[CH2:21][CH2:22][CH3:23]. Product: [CH2:29]([Sn:24]([CH2:20][CH2:21][CH2:22][CH3:23])([CH2:25][CH2:26][CH2:27][CH3:28])[C:2]1[CH:9]=[CH:8][C:5]([C:6]#[N:7])=[CH:4][CH:3]=1)[CH2:30][CH2:31][CH3:32]. The catalyst class is: 27. (3) Reactant: Br[C:2]1[C:6]2[CH:7]=[N:8][C:9]([C:11]([O:13][CH2:14][CH3:15])=[O:12])=[CH:10][C:5]=2[N:4]([CH2:16][CH2:17][CH2:18][O:19][CH3:20])[CH:3]=1.C(=O)([O-])[O-].[Cs+].[Cs+].[CH:27]1(P(C2CCCCC2)C2C=CC=CC=2C2C(C(C)C)=CC(C(C)C)=CC=2C(C)C)CCCC[CH2:28]1.O. Product: [CH3:20][O:19][CH2:18][CH2:17][CH2:16][N:4]1[C:5]2[CH:10]=[C:9]([C:11]([O:13][CH2:14][CH3:15])=[O:12])[N:8]=[CH:7][C:6]=2[C:2]([CH:27]=[CH2:28])=[CH:3]1. The catalyst class is: 62. (4) Reactant: [Br:1][C:2]1[CH:10]=[CH:9][C:5]([C:6]([OH:8])=O)=[C:4]([F:11])[CH:3]=1.F[P-](F)(F)(F)(F)F.C[N+](C)=C(N(C)C)ON1[C:27]2N=CC=[CH:31][C:26]=2[N:25]=N1.C(N(CC)C(C)C)(C)C.CC(N)C. Product: [Br:1][C:2]1[CH:10]=[CH:9][C:5]([C:6]([NH:25][CH:26]([CH3:31])[CH3:27])=[O:8])=[C:4]([F:11])[CH:3]=1. The catalyst class is: 2. (5) Reactant: O1CCCC1.B.[CH3:7][C:8]1[C:16]([C:17]([F:20])([F:19])[F:18])=[CH:15][CH:14]=[CH:13][C:9]=1[C:10]([NH2:12])=O.[ClH:21]. Product: [ClH:21].[CH3:7][C:8]1[C:16]([C:17]([F:18])([F:19])[F:20])=[CH:15][CH:14]=[CH:13][C:9]=1[CH2:10][NH2:12]. The catalyst class is: 7. (6) Reactant: [CH2:1]1[C:9]2[C:4](=[CH:5][CH:6]=[CH:7][CH:8]=2)[CH2:3][CH:2]1[O:10][C:11]1[C:16]([N+:17]([O-])=O)=[CH:15][C:14]([CH2:20][CH2:21][C:22]([O:24][CH3:25])=[O:23])=[CH:13][C:12]=1[C:26]1[CH:27]=[C:28]2[C:32](=[CH:33][CH:34]=1)[N:31]([CH3:35])[N:30]=[CH:29]2.C1COCC1. Product: [NH2:17][C:16]1[CH:15]=[C:14]([CH2:20][CH2:21][C:22]([O:24][CH3:25])=[O:23])[CH:13]=[C:12]([C:26]2[CH:27]=[C:28]3[C:32](=[CH:33][CH:34]=2)[N:31]([CH3:35])[N:30]=[CH:29]3)[C:11]=1[O:10][CH:2]1[CH2:1][C:9]2[C:4](=[CH:5][CH:6]=[CH:7][CH:8]=2)[CH2:3]1. The catalyst class is: 769.